From a dataset of NCI-60 drug combinations with 297,098 pairs across 59 cell lines. Regression. Given two drug SMILES strings and cell line genomic features, predict the synergy score measuring deviation from expected non-interaction effect. Drug 2: C1CN1P(=S)(N2CC2)N3CC3. Cell line: HCT-15. Synergy scores: CSS=-4.57, Synergy_ZIP=-1.11, Synergy_Bliss=-6.34, Synergy_Loewe=-12.9, Synergy_HSA=-13.6. Drug 1: C1=CC(=CC=C1C#N)C(C2=CC=C(C=C2)C#N)N3C=NC=N3.